Dataset: Forward reaction prediction with 1.9M reactions from USPTO patents (1976-2016). Task: Predict the product of the given reaction. (1) Given the reactants [Cl:1][C:2]1[C:10]([C:11]([OH:13])=[O:12])=[CH:9][CH:8]=[C:7]2[C:3]=1[C:4](=O)[C:5](=[O:14])[NH:6]2.[F:16][C:17]1[CH:22]=[CH:21][C:20]([CH:23]([CH3:28])[C:24]([NH:26][NH2:27])=[O:25])=[CH:19][CH:18]=1, predict the reaction product. The product is: [Cl:1][C:2]1[C:10]([C:11]([OH:13])=[O:12])=[CH:9][CH:8]=[C:7]2[C:3]=1/[C:4](=[N:27]/[NH:26][C:24](=[O:25])[CH:23]([C:20]1[CH:21]=[CH:22][C:17]([F:16])=[CH:18][CH:19]=1)[CH3:28])/[C:5](=[O:14])[NH:6]2. (2) Given the reactants Br[C:2]1[C:6]2[CH2:7][N:8]([C:11](=[O:13])[CH3:12])[CH2:9][CH2:10][C:5]=2[N:4]([CH:14]2[CH2:19][CH2:18][O:17][CH2:16][CH2:15]2)[N:3]=1.[Cl:20][C:21]1[CH:30]=[C:29]2[C:24]([CH2:25][CH2:26][CH2:27][NH:28]2)=[CH:23][CH:22]=1.C1(P(C2CCCCC2)C2C=CC=CC=2C2C(OC(C)C)=CC=CC=2OC(C)C)CCCCC1.C(O[Na])(C)(C)C, predict the reaction product. The product is: [Cl:20][C:21]1[CH:30]=[C:29]2[C:24]([CH2:25][CH2:26][CH2:27][N:28]2[C:2]2[C:6]3[CH2:7][N:8]([C:11](=[O:13])[CH3:12])[CH2:9][CH2:10][C:5]=3[N:4]([CH:14]3[CH2:19][CH2:18][O:17][CH2:16][CH2:15]3)[N:3]=2)=[CH:23][CH:22]=1. (3) Given the reactants [H-].[Na+].[CH2:3]([OH:7])[C:4]#[C:5][CH3:6].Cl[C:9]1[CH:14]=[C:13]([N:15]2[CH2:20][CH:19]([CH2:21][CH3:22])[CH2:18][CH:17]([CH2:23][CH3:24])[CH2:16]2)[N:12]=[CH:11][N:10]=1.[Cl-].[NH4+], predict the reaction product. The product is: [CH2:3]([O:7][C:9]1[CH:14]=[C:13]([N:15]2[CH2:16][CH:17]([CH2:23][CH3:24])[CH2:18][CH:19]([CH2:21][CH3:22])[CH2:20]2)[N:12]=[CH:11][N:10]=1)[C:4]#[C:5][CH3:6]. (4) Given the reactants [C:1]1([CH:7]=[CH:8][C:9](=[O:18])[CH:10]=[CH:11][C:12]2[CH:17]=[CH:16][CH:15]=[CH:14][CH:13]=2)[CH:6]=[CH:5][CH:4]=[CH:3][CH:2]=1.[CH3:19][NH2:20].O, predict the reaction product. The product is: [C:1]1([CH:7]2[CH2:8][C:9](=[O:18])[CH2:10][CH:11]([C:12]3[CH:13]=[CH:14][CH:15]=[CH:16][CH:17]=3)[N:20]2[CH3:19])[CH:6]=[CH:5][CH:4]=[CH:3][CH:2]=1. (5) Given the reactants [CH2:1]([N:8]1[CH:13]=[CH:12][C:11]([OH:14])=[CH:10][C:9]1=[O:15])[C:2]1[CH:7]=[CH:6][CH:5]=[CH:4][CH:3]=1.C(N(CC)CC)C.[CH3:23][N:24]([C:28]1[CH:33]=[CH:32][CH:31]=[CH:30][CH:29]=1)[C:25](Cl)=[O:26].CO, predict the reaction product. The product is: [CH3:23][N:24]([C:28]1[CH:33]=[CH:32][CH:31]=[CH:30][CH:29]=1)[C:25](=[O:26])[O:14][C:11]1[CH:12]=[CH:13][N:8]([CH2:1][C:2]2[CH:3]=[CH:4][CH:5]=[CH:6][CH:7]=2)[C:9](=[O:15])[CH:10]=1. (6) Given the reactants Br[CH2:2][C:3]([C:5]1[CH:10]=[CH:9][CH:8]=[C:7]([OH:11])[CH:6]=1)=O.[NH2:12][C:13]1[CH:18]=[CH:17][C:16]([I:19])=[CH:15][N:14]=1, predict the reaction product. The product is: [OH:11][C:7]1[CH:6]=[C:5]([C:3]2[N:12]=[C:13]3[CH:18]=[CH:17][C:16]([I:19])=[CH:15][N:14]3[CH:2]=2)[CH:10]=[CH:9][CH:8]=1. (7) Given the reactants [NH2:1][C:2]1[CH:7]=[CH:6][C:5]([Cl:8])=[CH:4][C:3]=1[NH:9][CH2:10][C@H:11]1[CH2:16][CH2:15][C@H:14]([C:17]([N:19]2[CH2:24][CH2:23][N:22]([C:25]([CH:27]3[CH2:29][CH2:28]3)=[O:26])[CH2:21][CH2:20]2)=[O:18])[CH2:13][CH2:12]1.C(N(CC)CC)C.Cl[C:38](Cl)([O:40]C(=O)OC(Cl)(Cl)Cl)Cl, predict the reaction product. The product is: [Cl:8][C:5]1[CH:6]=[CH:7][C:2]2[NH:1][C:38](=[O:40])[N:9]([CH2:10][C@H:11]3[CH2:12][CH2:13][C@H:14]([C:17]([N:19]4[CH2:24][CH2:23][N:22]([C:25]([CH:27]5[CH2:29][CH2:28]5)=[O:26])[CH2:21][CH2:20]4)=[O:18])[CH2:15][CH2:16]3)[C:3]=2[CH:4]=1. (8) Given the reactants [CH3:1][C:2]1([C:8]2[CH:9]=[C:10]([NH:14][S:15]([CH3:18])(=[O:17])=[O:16])[CH:11]=[CH:12][CH:13]=2)[CH:7]2[CH:3]1[CH2:4][NH:5][CH2:6]2.C(=O)([O-])O.[Na+].Br[CH2:25][CH2:26][C:27]1[C:35]2[C:30](=[CH:31][CH:32]=[CH:33][CH:34]=2)[NH:29][CH:28]=1, predict the reaction product. The product is: [NH:29]1[C:30]2[C:35](=[CH:34][CH:33]=[CH:32][CH:31]=2)[C:27]([CH2:26][CH2:25][N:5]2[CH2:6][CH:7]3[CH:3]([C:2]3([C:8]3[CH:9]=[C:10]([NH:14][S:15]([CH3:18])(=[O:17])=[O:16])[CH:11]=[CH:12][CH:13]=3)[CH3:1])[CH2:4]2)=[CH:28]1.